This data is from Reaction yield outcomes from USPTO patents with 853,638 reactions. The task is: Predict the reaction yield, written as a fraction of the theoretical maximum amount of product (1.0 means a 100% yield; for example, 0.34 means a 34% yield). (1) The reactants are [F:1][C:2]1[CH:7]=[CH:6][C:5]([NH:8][C:9]2[N:14]3[N:15]=[CH:16][CH:17]=[C:13]3[N:12]=[CH:11][C:10]=2[C:18]([O:20][CH2:21][CH3:22])=[O:19])=[C:4]([CH3:23])[CH:3]=1.Cl[S:25]([OH:28])(=[O:27])=[O:26]. The catalyst is C(Cl)Cl. The product is [CH2:21]([O:20][C:18]([C:10]1[CH:11]=[N:12][C:13]2[N:14]([N:15]=[CH:16][C:17]=2[S:25]([OH:28])(=[O:27])=[O:26])[C:9]=1[NH:8][C:5]1[CH:6]=[CH:7][C:2]([F:1])=[CH:3][C:4]=1[CH3:23])=[O:19])[CH3:22]. The yield is 0.920. (2) The reactants are [NH:1]1[CH2:5][CH2:4][CH2:3][CH2:2]1.Br[CH2:7][C:8]([C:10]1[CH:15]=[CH:14][CH:13]=[CH:12][C:11]=1[O:16][CH3:17])=[O:9].[BH4-].[Na+]. The catalyst is C1COCC1.CO. The product is [OH:9][CH:8]([C:10]1[CH:15]=[CH:14][CH:13]=[CH:12][C:11]=1[O:16][CH3:17])[CH2:7][N:1]1[CH2:5][CH2:4][CH2:3][CH2:2]1. The yield is 0.680. (3) The reactants are [CH3:1][C:2]1[NH:6][C:5]2[C:7]([C:17]([O:19]C)=[O:18])=[CH:8][C:9]([N:11]3[CH2:16][CH2:15][O:14][CH2:13][CH2:12]3)=[CH:10][C:4]=2[N:3]=1.[CH3:21][C:22]1[CH:29]=[CH:28][CH:27]=[CH:26][C:23]=1[CH2:24]Br.C(=O)([O-])[O-].[K+].[K+].[OH-].[Li+]. The catalyst is CN(C)C=O.O1CCCC1.O. The product is [CH3:1][C:2]1[N:3]([CH2:21][C:22]2[CH:29]=[CH:28][CH:27]=[CH:26][C:23]=2[CH3:24])[C:4]2[CH:10]=[C:9]([N:11]3[CH2:12][CH2:13][O:14][CH2:15][CH2:16]3)[CH:8]=[C:7]([C:17]([OH:19])=[O:18])[C:5]=2[N:6]=1. The yield is 0.575.